Predict the reactants needed to synthesize the given product. From a dataset of Full USPTO retrosynthesis dataset with 1.9M reactions from patents (1976-2016). (1) Given the product [Cl:14][C:15]1[C:23]2[C:18](=[CH:19][CH:20]=[CH:21][CH:22]=2)[N:17]([C:24]2[CH:37]=[CH:36][C:27]([CH2:28][NH:29][C:30]([C:32]3([NH:35][C:6]([C:5]4[O:1][N:2]=[CH:3][CH:4]=4)=[O:8])[CH2:34][CH2:33]3)=[O:31])=[CH:26][CH:25]=2)[C:16]=1[C:38]1[N:42]=[C:41]([CH3:43])[O:40][N:39]=1, predict the reactants needed to synthesize it. The reactants are: [O:1]1[C:5]([C:6]([OH:8])=O)=[CH:4][CH:3]=[N:2]1.CN(C)C=O.[Cl:14][C:15]1[C:23]2[C:18](=[CH:19][CH:20]=[CH:21][CH:22]=2)[N:17]([C:24]2[CH:37]=[CH:36][C:27]([CH2:28][NH:29][C:30]([C:32]3([NH2:35])[CH2:34][CH2:33]3)=[O:31])=[CH:26][CH:25]=2)[C:16]=1[C:38]1[N:42]=[C:41]([CH3:43])[O:40][N:39]=1.CN(C(ON1N=NC2C=CC=CC1=2)=[N+](C)C)C.F[P-](F)(F)(F)(F)F.C(N(CC)CC)C. (2) Given the product [CH2:2]([C:4]1[CH:5]=[C:6]([C:26]([OH:28])=[O:27])[C:7](=[O:25])[NH:8][C:9]=1[C:10]1[CH:11]=[C:12]2[C:16](=[CH:17][CH:18]=1)[N:15]([CH3:19])[C:14]([C@H:20]1[CH2:24][CH2:23][CH2:22][N:21]1[CH3:29])=[CH:13]2)[CH3:3], predict the reactants needed to synthesize it. The reactants are: Cl.[CH2:2]([C:4]1[CH:5]=[C:6]([C:26]([OH:28])=[O:27])[C:7](=[O:25])[NH:8][C:9]=1[C:10]1[CH:11]=[C:12]2[C:16](=[CH:17][CH:18]=1)[N:15]([CH3:19])[C:14]([C@H:20]1[CH2:24][CH2:23][CH2:22][NH:21]1)=[CH:13]2)[CH3:3].[C:29]([O-])(O)=O.[Na+].C=O.[BH-](OC(C)=O)(OC(C)=O)OC(C)=O.[Na+].